The task is: Predict the reactants needed to synthesize the given product.. This data is from Full USPTO retrosynthesis dataset with 1.9M reactions from patents (1976-2016). (1) Given the product [CH3:20][O:19][C:17]1[C:16]([O:21][CH3:22])=[CH:15][C:14]2[N:10]([C:8]3[S:9][C:5]([C:3]([OH:2])=[O:4])=[C:6]([C:31]4[CH:30]=[CH:29][CH:28]=[C:27]([CH:24]([CH3:26])[CH3:25])[CH:32]=4)[N:7]=3)[CH:11]=[N:12][C:13]=2[CH:18]=1, predict the reactants needed to synthesize it. The reactants are: C[O:2][C:3]([C:5]1[S:9][C:8]([N:10]2[C:14]3[CH:15]=[C:16]([O:21][CH3:22])[C:17]([O:19][CH3:20])=[CH:18][C:13]=3[N:12]=[CH:11]2)=[N:7][C:6]=1Br)=[O:4].[CH:24]([C:27]1[CH:28]=[C:29](B(O)O)[CH:30]=[CH:31][CH:32]=1)([CH3:26])[CH3:25]. (2) Given the product [Cl:1][C:2]1[N:7]=[C:6]([N:8]([C:9]2[CH:14]=[CH:13][C:12]([F:15])=[C:11]([Cl:16])[C:10]=2[F:17])[CH3:18])[CH:5]=[CH:4][N:3]=1, predict the reactants needed to synthesize it. The reactants are: [Cl:1][C:2]1[N:7]=[C:6]([NH:8][C:9]2[CH:14]=[CH:13][C:12]([F:15])=[C:11]([Cl:16])[C:10]=2[F:17])[CH:5]=[CH:4][N:3]=1.[C:18]([O-])([O-])=O.[Cs+].[Cs+].IC. (3) Given the product [CH3:14][O:13][C:12]1[CH:11]=[C:10]2[C:5]3[C:6]([N:15]([C:16]4[CH:17]=[CH:18][CH:19]=[CH:20][CH:21]=4)[C:23](=[S:24])[NH:22][C:4]=3[C:3]=1[O:2][CH3:1])=[N:7][CH:8]=[N:9]2, predict the reactants needed to synthesize it. The reactants are: [CH3:1][O:2][C:3]1[C:12]([O:13][CH3:14])=[CH:11][C:10]2[N:9]=[CH:8][N:7]=[C:6]([NH:15][C:16]3[CH:21]=[CH:20][CH:19]=[CH:18][CH:17]=3)[C:5]=2[C:4]=1[NH2:22].[C:23](N1C=CN=C1)(N1C=CN=C1)=[S:24]. (4) Given the product [C:10]([NH:9][C:6]1[CH:5]=[CH:4][C:3]([O:2][C:1]([NH:24][CH2:25][CH2:26][S:27]([OH:29])=[O:28])=[O:23])=[CH:8][CH:7]=1)(=[O:12])[CH3:11], predict the reactants needed to synthesize it. The reactants are: [C:1](=[O:23])(OC1C=CC([N+]([O-])=O)=CC=1)[O:2][C:3]1[CH:8]=[CH:7][C:6]([NH:9][C:10](=[O:12])[CH3:11])=[CH:5][CH:4]=1.[NH2:24][CH2:25][CH2:26][S:27]([O-:29])=[O:28].[Na+].OC1C=CC(NC(=O)C)=CC=1.O.